Predict which catalyst facilitates the given reaction. From a dataset of Catalyst prediction with 721,799 reactions and 888 catalyst types from USPTO. (1) Product: [C:1]([N:13]1[CH2:14][CH2:15][N:10]([C:16]2[CH:21]=[CH:20][C:19]([NH:22][C:23]([C:25]3[CH:30]=[C:29]([N+:31]([O-:33])=[O:32])[CH:28]=[CH:27][C:26]=3[Cl:34])=[O:24])=[CH:18][CH:17]=2)[CH2:11][CH2:12]1)(=[O:3])[CH3:2]. The catalyst class is: 17. Reactant: [C:1](OC(=O)C)(=[O:3])[CH3:2].Cl.Cl.[N:10]1([C:16]2[CH:21]=[CH:20][C:19]([NH:22][C:23]([C:25]3[CH:30]=[C:29]([N+:31]([O-:33])=[O:32])[CH:28]=[CH:27][C:26]=3[Cl:34])=[O:24])=[CH:18][CH:17]=2)[CH2:15][CH2:14][NH:13][CH2:12][CH2:11]1.C(=O)(O)[O-].[Na+].O. (2) Reactant: [CH3:1][C:2]1[N:3]=[CH:4][C:5]([NH:8][C:9](=[O:15])[O:10][C:11]([CH3:14])([CH3:13])[CH3:12])=[N:6][CH:7]=1.C([O-])(O)=O.[Na+].[Br:21]N1C(=O)CCC1=O. Product: [Br:21][CH2:1][C:2]1[N:3]=[CH:4][C:5]([NH:8][C:9](=[O:15])[O:10][C:11]([CH3:12])([CH3:14])[CH3:13])=[N:6][CH:7]=1. The catalyst class is: 53. (3) Reactant: C(O[C:6]([N:8]1[CH2:13][CH2:12][N:11]([CH:14]2[C:23]3[C:18](=[CH:19][CH:20]=[C:21]([O:24][CH2:25][C:26]4[CH:31]=[CH:30][C:29]([C:32]([F:35])([F:34])[F:33])=[CH:28][CH:27]=4)[CH:22]=3)[CH2:17][CH2:16][CH2:15]2)[CH2:10][CH2:9]1)=O)(C)(C)C.[H-].[H-].[H-].[H-].[Li+].[Al+3].C1COCC1. Product: [CH3:6][N:8]1[CH2:13][CH2:12][N:11]([CH:14]2[C:23]3[C:18](=[CH:19][CH:20]=[C:21]([O:24][CH2:25][C:26]4[CH:27]=[CH:28][C:29]([C:32]([F:35])([F:33])[F:34])=[CH:30][CH:31]=4)[CH:22]=3)[CH2:17][CH2:16][CH2:15]2)[CH2:10][CH2:9]1. The catalyst class is: 1. (4) Reactant: [CH3:1][N:2]([CH2:4][CH2:5][N:6]1[C:20](=[O:21])[C:15]2=[CH:16][C:17]([NH2:19])=[CH:18][C:13]3[C:14]2=[C:9]([CH:10]=[CH:11][CH:12]=3)[C:7]1=[O:8])[CH3:3].[F:22][C:23]([F:35])([F:34])[O:24][C:25]1[CH:30]=[CH:29][C:28]([N:31]=[C:32]=[S:33])=[CH:27][CH:26]=1. Product: [CH3:3][N:2]([CH3:1])[CH2:4][CH2:5][N:6]1[C:20](=[O:21])[C:15]2[CH:16]=[C:17]([NH:19][C:32]([NH:31][C:28]3[CH:29]=[CH:30][C:25]([O:24][C:23]([F:22])([F:34])[F:35])=[CH:26][CH:27]=3)=[S:33])[CH:18]=[C:13]3[C:14]=2[C:9](=[CH:10][CH:11]=[CH:12]3)[C:7]1=[O:8]. The catalyst class is: 10. (5) Reactant: [C:1]1([CH:7]2[CH2:11][NH:10][C:9](=O)[CH2:8]2)[CH:6]=[CH:5][CH:4]=[CH:3][CH:2]=1.[H-].[Al+3].[Li+].[H-].[H-].[H-].[C:19](O[C:19]([O:21][C:22]([CH3:25])([CH3:24])[CH3:23])=[O:20])([O:21][C:22]([CH3:25])([CH3:24])[CH3:23])=[O:20].C(O)(=O)CC(CC(O)=O)(C(O)=O)O.S([O-])(O)(=O)=O.[K+]. Product: [C:22]([O:21][C:19]([N:10]1[CH2:9][CH2:8][CH:7]([C:1]2[CH:6]=[CH:5][CH:4]=[CH:3][CH:2]=2)[CH2:11]1)=[O:20])([CH3:25])([CH3:24])[CH3:23]. The catalyst class is: 7.